From a dataset of Reaction yield outcomes from USPTO patents with 853,638 reactions. Predict the reaction yield, written as a fraction of the theoretical maximum amount of product (1.0 means a 100% yield; for example, 0.34 means a 34% yield). (1) The reactants are [CH3:1][C:2]1[N:3]=[C:4]([C:8]2[CH2:9][CH2:10][N:11]([C:14]([O:16][C:17]([CH3:20])([CH3:19])[CH3:18])=[O:15])[CH2:12][CH:13]=2)[NH:5][C:6]=1[CH3:7].[H][H]. The catalyst is [C].[Pd].CO. The product is [CH3:7][C:6]1[N:5]=[C:4]([CH:8]2[CH2:9][CH2:10][N:11]([C:14]([O:16][C:17]([CH3:20])([CH3:19])[CH3:18])=[O:15])[CH2:12][CH2:13]2)[NH:3][C:2]=1[CH3:1]. The yield is 0.900. (2) The reactants are B(Br)(Br)Br.[Cl:5][C:6]1[CH:11]=[CH:10][C:9]([CH2:12][C:13]#[N:14])=[CH:8][C:7]=1[O:15]C.O. The catalyst is ClCCl. The product is [Cl:5][C:6]1[CH:11]=[CH:10][C:9]([CH2:12][C:13]#[N:14])=[CH:8][C:7]=1[OH:15]. The yield is 0.850. (3) The reactants are [Cl:1][C:2]1[N:7]=[N:6][C:5]([NH2:8])=[CH:4][CH:3]=1.Br[CH:10]([CH3:17])[C:11](=O)[C:12]([F:15])([F:14])[F:13]. The catalyst is COCOC. The product is [Cl:1][C:2]1[CH:3]=[CH:4][C:5]2[N:6]([C:10]([CH3:17])=[C:11]([C:12]([F:15])([F:14])[F:13])[N:8]=2)[N:7]=1. The yield is 0.220. (4) The reactants are [N+:1]([C:4]1[CH:5]=[C:6]([CH:9]=[CH:10][CH:11]=1)[CH:7]=[O:8])([O-:3])=[O:2].CC1C=CC(S([CH2:22][N+:23]#[C-:24])(=O)=O)=CC=1.C([O-])([O-])=O.[K+].[K+]. The catalyst is CO. The product is [N+:1]([C:4]1[CH:5]=[C:6]([C:7]2[O:8][CH:24]=[N:23][CH:22]=2)[CH:9]=[CH:10][CH:11]=1)([O-:3])=[O:2]. The yield is 0.930. (5) The product is [C:9](/[C:8](=[C:11]1/[NH:12][C:13]2[CH:21]=[CH:20][CH:19]=[CH:18][C:14]=2[N:15]/1[CH2:16][CH3:17])/[C:6]1[C:5]([CH3:22])=[CH:4][N:3]=[C:2]([NH:1][C:35]([C@@H:34]2[CH:33]=[CH:32][CH2:31][N:30]2[C:28]([O:27][C:24]([CH3:26])([CH3:25])[CH3:23])=[O:29])=[O:36])[N:7]=1)#[N:10]. The reactants are [NH2:1][C:2]1[N:7]=[C:6](/[C:8](=[C:11]2\[NH:12][C:13]3[CH:21]=[CH:20][CH:19]=[CH:18][C:14]=3[N:15]\2[CH2:16][CH3:17])/[C:9]#[N:10])[C:5]([CH3:22])=[CH:4][N:3]=1.[CH3:23][C:24]([O:27][C:28]([N:30]1[C@H:34]([C:35](O)=[O:36])[CH:33]=[CH:32][CH2:31]1)=[O:29])([CH3:26])[CH3:25]. No catalyst specified. The yield is 0.650.